This data is from Reaction yield outcomes from USPTO patents with 853,638 reactions. The task is: Predict the reaction yield, written as a fraction of the theoretical maximum amount of product (1.0 means a 100% yield; for example, 0.34 means a 34% yield). (1) The reactants are [CH3:1][O:2][C:3](=[O:30])[NH:4][C@H:5]([C:9]([N:11]1[CH2:15][C@@H:14]([O:16][CH3:17])[CH2:13][C@H:12]1[C:18]1[NH:19][CH:20]=[C:21]([C:23]2[CH:28]=[CH:27][C:26](Br)=[CH:25][CH:24]=2)[N:22]=1)=[O:10])[CH:6]([CH3:8])[CH3:7].[CH3:31][C:32]1([CH3:48])[C:36]([CH3:38])([CH3:37])[O:35][B:34]([B:34]2[O:35][C:36]([CH3:38])([CH3:37])[C:32]([CH3:48])([CH3:31])[O:33]2)[O:33]1.C([O-])(=O)C.[K+]. The catalyst is O1CCOCC1.C(OCC)(=O)C.C1C=CC(P(C2C=CC=CC=2)[C-]2C=CC=C2)=CC=1.C1C=CC(P(C2C=CC=CC=2)[C-]2C=CC=C2)=CC=1.Cl[Pd]Cl.[Fe+2]. The product is [CH3:1][O:2][C:3](=[O:30])[NH:4][C@H:5]([C:9]([N:11]1[CH2:15][C@@H:14]([O:16][CH3:17])[CH2:13][C@H:12]1[C:18]1[NH:19][CH:20]=[C:21]([C:23]2[CH:28]=[CH:27][C:26]([B:34]3[O:35][C:36]([CH3:38])([CH3:37])[C:32]([CH3:48])([CH3:31])[O:33]3)=[CH:25][CH:24]=2)[N:22]=1)=[O:10])[CH:6]([CH3:8])[CH3:7]. The yield is 0.580. (2) The reactants are [F:1][C:2]([F:19])([F:18])[C:3]1[CH:4]=[C:5]([CH:15]=[CH:16][CH:17]=1)[O:6][C:7]1[CH:8]=[C:9]([CH:13]=O)[CH:10]=[CH:11][CH:12]=1.[NH:20]([C:22]([NH:24][C:25]1[CH:26]=[C:27]([CH:33]=[CH:34][CH:35]=1)[C:28]([O:30][CH2:31][CH3:32])=[O:29])=[S:23])[NH2:21]. The catalyst is C(O)C.O.O.O.O.O.O.[Fe](Cl)(Cl)Cl. The product is [F:1][C:2]([F:19])([F:18])[C:3]1[CH:4]=[C:5]([CH:15]=[CH:16][CH:17]=1)[O:6][C:7]1[CH:8]=[C:9]([C:13]2[S:23][C:22]([NH:24][C:25]3[CH:26]=[C:27]([CH:33]=[CH:34][CH:35]=3)[C:28]([O:30][CH2:31][CH3:32])=[O:29])=[N:20][N:21]=2)[CH:10]=[CH:11][CH:12]=1. The yield is 0.550. (3) The reactants are [NH2:1][CH2:2][C:3]([OH:5])=[O:4].C[N+:7]([CH3:10])(C)C.[OH-].[C:12](#[N:15])[CH:13]=[CH2:14].Cl.[CH3:17][C:18](C)=O. The catalyst is O. The product is [C:12]([CH2:13][CH2:14][N:1]([CH2:17][CH2:18][C:10]#[N:7])[CH2:2][C:3]([OH:5])=[O:4])#[N:15]. The yield is 0.993.